From a dataset of Drug-target binding data from BindingDB using IC50 measurements. Regression. Given a target protein amino acid sequence and a drug SMILES string, predict the binding affinity score between them. We predict pIC50 (pIC50 = -log10(IC50 in M); higher means more potent). Dataset: bindingdb_ic50. The small molecule is O=C(c1ccccc1)c1cccc(OCC(O)CN2CCC(N3Cc4ccccc4C3=O)CC2)c1. The target protein (Q62205) has sequence MAMLPPPGPQSFVHFTKQSLALIEQRISEEKAKGHKDEKKDDEEEGPKPSSDLEAGKQLPFIYGDIPPGMVSEPLEDLDPYYADKKTFIVLNKGKAIFRFNATPALYMLSPFSPLRRISIKILVHSLFSMLIMCTILTNCIFMTMSNPPDWTKNVEYTFTGIYTFESLIKILARGFCVGEFTFLRDPWNWLDFVVIVFAYLTEFVNLGNVSALRTFRVLRALKTISVIPGLKTIVGALIQSVKKLSDVMILTVFCLSVFALIGLQLFMGNLKHKCFRKDLEQNETLESIMSTAESEEELKRYFYYLEGSKDALLCGFSTDSGQCPEGYECVTAGRNPDYGYTSFDTFGWAFLALFRLMTQDYWENLYQQTLRAAGKTYMIFFVVVIFLGSFYLINLILAVVAMAYEEQNQANIEEAKQKELEFQQMLDRLKKEQEEAEAIAAAAAEYTSLGRSRIMGLSESSSETSRLSSKSAKERRNRRKKKKQKLSSGEEKGDDEKLS.... The pIC50 is 6.0.